The task is: Predict the reaction yield, written as a fraction of the theoretical maximum amount of product (1.0 means a 100% yield; for example, 0.34 means a 34% yield).. This data is from Reaction yield outcomes from USPTO patents with 853,638 reactions. (1) The reactants are Br[C:2]1[C:3]([C:12]([F:15])([F:14])[F:13])=[CH:4][C:5]2[NH:10][CH2:9][CH2:8][O:7][C:6]=2[CH:11]=1.[CH3:16][N:17]1[CH:21]=[C:20](B2OC(C)(C)C(C)(C)O2)[CH:19]=[N:18]1.C(=O)([O-])[O-].[Na+].[Na+].C1(P(C2CCCCC2)C2C=CC=CC=2C2C(C(C)C)=CC(C(C)C)=CC=2C(C)C)CCCCC1. The catalyst is C1COCC1.O.CC(C1C=C(C(C)C)C(C2C=CC=C(P(C3CCCCC3)C3CCCCC3)C=2)=C(C(C)C)C=1)C.C1C=[C-]C(C2C(N)=CC=CC=2)=CC=1.Cl[Pd+]. The product is [CH3:16][N:17]1[CH:21]=[C:20]([C:2]2[C:3]([C:12]([F:15])([F:14])[F:13])=[CH:4][C:5]3[NH:10][CH2:9][CH2:8][O:7][C:6]=3[CH:11]=2)[CH:19]=[N:18]1. The yield is 0.950. (2) The reactants are [CH3:1][CH:2]([NH2:6])[CH:3]([NH2:5])[CH3:4].CC1C(Br)=C(O)C(Br)=CC=1C1(C2C=C(Br)C(O)=C(Br)C=2C)OS(=O)(=O)C2C=CC=CC1=2.CS(O)(=O)=O.[CH:43]1[CH:48]=[CH:47][C:46]([CH2:49][O:50][C:51](Cl)=[O:52])=[CH:45][CH:44]=1. The catalyst is O.C(O)C.COCCOC.C(O[K])(C)=O. The product is [NH2:5][CH:3]([CH3:4])[CH:2]([NH:6][C:51](=[O:52])[O:50][CH2:49][C:46]1[CH:47]=[CH:48][CH:43]=[CH:44][CH:45]=1)[CH3:1]. The yield is 0.350. (3) The reactants are Cl.[CH3:2][C@@:3]([S:34]([CH3:37])(=[O:36])=[O:35])([CH2:14][CH2:15][N:16]1[CH:21]=[CH:20][C:19]([C:22]2[CH:27]=[CH:26][C:25]([N:28]3[CH:32]=[CH:31][CH:30]=[N:29]3)=[CH:24][CH:23]=2)=[CH:18][C:17]1=[O:33])[C:4]([NH:6][O:7]C1CCCCO1)=[O:5]. The catalyst is ClCCl.CO. The product is [OH:7][NH:6][C:4](=[O:5])[C@:3]([CH3:2])([S:34]([CH3:37])(=[O:36])=[O:35])[CH2:14][CH2:15][N:16]1[CH:21]=[CH:20][C:19]([C:22]2[CH:23]=[CH:24][C:25]([N:28]3[CH:32]=[CH:31][CH:30]=[N:29]3)=[CH:26][CH:27]=2)=[CH:18][C:17]1=[O:33]. The yield is 0.980. (4) The reactants are [OH-].[Na+].BrBr.[CH2:5]([O:12][C:13]1[CH:32]=[CH:31][C:16]([CH2:17][C@H:18]([NH:23][C:24](=[O:30])[O:25][C:26]([CH3:29])([CH3:28])[CH3:27])[C@H:19](O)[CH2:20][OH:21])=[CH:15][C:14]=1[F:33])[C:6]1[CH:11]=[CH:10][CH:9]=[CH:8][CH:7]=1. The catalyst is O. The product is [CH2:5]([O:12][C:13]1[CH:32]=[CH:31][C:16]([CH2:17][C@H:18]([NH:23][C:24](=[O:30])[O:25][C:26]([CH3:27])([CH3:29])[CH3:28])[C@H:19]2[CH2:20][O:21]2)=[CH:15][C:14]=1[F:33])[C:6]1[CH:7]=[CH:8][CH:9]=[CH:10][CH:11]=1. The yield is 0.980. (5) The reactants are CN(C)[CH:3]=[O:4].P(Cl)(Cl)(Cl)=O.[CH3:11][C:12]1[O:16][N:15]=[C:14]([C:17]2[NH:18][C:19]3[C:24]([CH:25]=2)=[CH:23][CH:22]=[CH:21][CH:20]=3)[N:13]=1. The catalyst is ClCCl. The product is [CH3:11][C:12]1[O:16][N:15]=[C:14]([C:17]2[NH:18][C:19]3[C:24]([C:25]=2[CH:3]=[O:4])=[CH:23][CH:22]=[CH:21][CH:20]=3)[N:13]=1. The yield is 0.965. (6) The reactants are Br[C:2]1[CH:3]=[C:4]([Cl:20])[C:5]([CH2:8][N:9]2[C:17](=[O:18])[C:16]3[C:11](=[CH:12][CH:13]=[CH:14][CH:15]=3)[C:10]2=[O:19])=[N:6][CH:7]=1.C([O-])([O-])=O.[K+].[K+].[C:27]1(C)C=CC=C[CH:28]=1. The catalyst is C1C=CC([P]([Pd]([P](C2C=CC=CC=2)(C2C=CC=CC=2)C2C=CC=CC=2)([P](C2C=CC=CC=2)(C2C=CC=CC=2)C2C=CC=CC=2)[P](C2C=CC=CC=2)(C2C=CC=CC=2)C2C=CC=CC=2)(C2C=CC=CC=2)C2C=CC=CC=2)=CC=1. The product is [Cl:20][C:4]1[C:5]([CH2:8][N:9]2[C:17](=[O:18])[C:16]3[C:11](=[CH:12][CH:13]=[CH:14][CH:15]=3)[C:10]2=[O:19])=[N:6][CH:7]=[C:2]([CH:27]=[CH2:28])[CH:3]=1. The yield is 0.650. (7) The reactants are C(=O)(O)[O-].[Na+].Br[CH2:7][C:8]([OH:10])=[O:9].[C:11]([NH:18][CH2:19][CH2:20][SH:21])([O:13][C:14]([CH3:17])([CH3:16])[CH3:15])=[O:12]. The catalyst is O. The product is [C:14]([O:13][C:11]([NH:18][CH2:19][CH2:20][S:21][CH2:7][C:8]([OH:10])=[O:9])=[O:12])([CH3:17])([CH3:16])[CH3:15]. The yield is 0.960. (8) The reactants are C([O:3][C:4]([C:6]12[CH2:23][CH:22]1[CH:21]=[CH:20][CH2:19][CH2:18][CH2:17][CH2:16][N:15]([CH3:24])[C:14](=[O:25])[CH:13]1[CH:9]([CH2:10][CH:11]([O:26][C:27]3[C:36]4[C:31](=[CH:32][C:33]([O:37][CH3:38])=[CH:34][CH:35]=4)[N:30]=[C:29]([C:39]4[S:40][CH:41]=[C:42]([CH:44]([CH3:46])[CH3:45])[N:43]=4)[CH:28]=3)[CH2:12]1)[C:8](=[O:47])[NH:7]2)=[O:5])C.[Li+].[OH-].Cl. The catalyst is O1CCOCC1.CO. The product is [CH:44]([C:42]1[N:43]=[C:39]([C:29]2[CH:28]=[C:27]([O:26][CH:11]3[CH2:10][CH:9]4[CH:13]([C:14](=[O:25])[N:15]([CH3:24])[CH2:16][CH2:17][CH2:18][CH2:19][CH:20]=[CH:21][CH:22]5[C:6]([C:4]([OH:5])=[O:3])([NH:7][C:8]4=[O:47])[CH2:23]5)[CH2:12]3)[C:36]3[C:31](=[CH:32][C:33]([O:37][CH3:38])=[CH:34][CH:35]=3)[N:30]=2)[S:40][CH:41]=1)([CH3:46])[CH3:45]. The yield is 0.940.